From a dataset of Reaction yield outcomes from USPTO patents with 853,638 reactions. Predict the reaction yield, written as a fraction of the theoretical maximum amount of product (1.0 means a 100% yield; for example, 0.34 means a 34% yield). (1) The catalyst is CN1C(=O)CCC1.O.[Cu]I. The reactants are [OH:1][C:2]1[CH:3]=[C:4]([C:8]2[N:13]([CH3:14])[C:12](=[O:15])[C:11]([O:16]CC3C=CC(OC)=CC=3)=[CH:10][N:9]=2)[CH:5]=[CH:6][CH:7]=1.I[C:27]1[CH:32]=[CH:31][C:30]([O:33][CH3:34])=[CH:29][CH:28]=1.C([O-])([O-])=O.[Cs+].[Cs+].CC(C)(C(=O)CC(=O)C(C)(C)C)C. The yield is 0.260. The product is [OH:16][C:11]1[C:12](=[O:15])[N:13]([CH3:14])[C:8]([C:4]2[CH:5]=[CH:6][CH:7]=[C:2]([O:1][C:27]3[CH:32]=[CH:31][C:30]([O:33][CH3:34])=[CH:29][CH:28]=3)[CH:3]=2)=[N:9][CH:10]=1. (2) The reactants are [Cl:1][C:2]1[CH:7]=[CH:6][C:5]([C:8]2[N:12]([C:13]3[CH:18]=[CH:17][C:16]([Cl:19])=[CH:15][C:14]=3[Cl:20])[N:11]=[C:10]([C:21]([N:23]3[CH2:28][CH2:27][C:26]([C:30]4[CH:35]=[CH:34][CH:33]=[CH:32][CH:31]=4)([NH2:29])[CH2:25][CH2:24]3)=[O:22])[C:9]=2[CH3:36])=[CH:4][CH:3]=1.[CH3:37][S:38](Cl)(=[O:40])=[O:39].C(N(CC)CC)C. The catalyst is O1CCCC1. The product is [Cl:1][C:2]1[CH:7]=[CH:6][C:5]([C:8]2[N:12]([C:13]3[CH:18]=[CH:17][C:16]([Cl:19])=[CH:15][C:14]=3[Cl:20])[N:11]=[C:10]([C:21]([N:23]3[CH2:24][CH2:25][C:26]([NH:29][S:38]([CH3:37])(=[O:40])=[O:39])([C:30]4[CH:31]=[CH:32][CH:33]=[CH:34][CH:35]=4)[CH2:27][CH2:28]3)=[O:22])[C:9]=2[CH3:36])=[CH:4][CH:3]=1. The yield is 0.650. (3) The reactants are N(C(OCC)=O)=NC(OCC)=O.[N:13]1([CH2:18]/[CH:19]=[CH:20]/[CH2:21][OH:22])[CH2:17][CH2:16][CH2:15][CH2:14]1.[Cl:23][N:24]([C:32]1[C:41]2[C:36](=[CH:37][C:38](O)=[C:39]([O:42][CH3:43])[CH:40]=2)[N:35]=[CH:34][N:33]=1)[C:25]1[CH:30]=[CH:29][CH:28]=[CH:27][C:26]=1[F:31].C1(P(C2C=CC=CC=2)C2C=CC=CC=2)C=CC=CC=1.C(Cl)[Cl:65]. No catalyst specified. The product is [ClH:23].[Cl:65][C:28]1[CH:29]=[CH:30][C:25]([NH:24][C:32]2[C:41]3[C:36](=[CH:37][C:38]([O:22][CH2:21]/[CH:20]=[CH:19]/[CH2:18][N:13]4[CH2:17][CH2:16][CH2:15][CH2:14]4)=[C:39]([O:42][CH3:43])[CH:40]=3)[N:35]=[CH:34][N:33]=2)=[C:26]([F:31])[CH:27]=1. The yield is 0.330. (4) The reactants are [N+:1]([C:4]1[CH:5]=[C:6]([CH:31]=[C:32]([C:34]([F:37])([F:36])[F:35])[CH:33]=1)[C:7]([NH:9][C:10]1[CH:15]=[CH:14][CH:13]=[C:12]([C:16]2[N:21]3[N:22]=[C:23]([C:25]4[CH:30]=[CH:29][N:28]=[CH:27][CH:26]=4)[CH:24]=[C:20]3[N:19]=[CH:18][CH:17]=2)[CH:11]=1)=[O:8])([O-])=O.[Cl-].[NH4+]. The catalyst is C(O)C.O.[Fe]. The product is [NH2:1][C:4]1[CH:5]=[C:6]([CH:31]=[C:32]([C:34]([F:37])([F:36])[F:35])[CH:33]=1)[C:7]([NH:9][C:10]1[CH:15]=[CH:14][CH:13]=[C:12]([C:16]2[N:21]3[N:22]=[C:23]([C:25]4[CH:26]=[CH:27][N:28]=[CH:29][CH:30]=4)[CH:24]=[C:20]3[N:19]=[CH:18][CH:17]=2)[CH:11]=1)=[O:8]. The yield is 0.330. (5) The reactants are [CH2:1]1[C:3]2([CH2:8][O:7][CH:6]([CH2:9][O:10][C:11]3[CH:16]=[CH:15][N:14]=[C:13]([CH2:17][S:18][C:19]4[NH:23][C:22]5[CH:24]=[CH:25][CH:26]=[CH:27][C:21]=5[N:20]=4)[C:12]=3[CH3:28])[O:5][CH2:4]2)[CH2:2]1.ClC1C=CC=C(C(OO)=[O:37])C=1.C(=O)([O-])O.[Na+]. The catalyst is CO.C1(C)C=CC=CC=1. The product is [CH2:2]1[C:3]2([CH2:4][O:5][CH:6]([CH2:9][O:10][C:11]3[CH:16]=[CH:15][N:14]=[C:13]([CH2:17][S:18]([C:19]4[NH:20][C:21]5[CH:27]=[CH:26][CH:25]=[CH:24][C:22]=5[N:23]=4)=[O:37])[C:12]=3[CH3:28])[O:7][CH2:8]2)[CH2:1]1. The yield is 0.954. (6) The reactants are [Cl:1]Cl.C(O)(=O)C.[CH3:7][O:8][C:9]1[CH:32]=[CH:31][C:12]([O:13][C:14]2[CH:15]=[CH:16][C:17]3[O:22][CH:21]([C:23]([F:26])([F:25])[F:24])[C:20]([C:27]([OH:29])=[O:28])=[CH:19][C:18]=3[CH:30]=2)=[CH:11][CH:10]=1. No catalyst specified. The product is [Cl:1][C:32]1[CH:31]=[C:12]([CH:11]=[CH:10][C:9]=1[O:8][CH3:7])[O:13][C:14]1[CH:15]=[CH:16][C:17]2[O:22][CH:21]([C:23]([F:26])([F:25])[F:24])[C:20]([C:27]([OH:29])=[O:28])=[CH:19][C:18]=2[CH:30]=1. The yield is 0.530. (7) The reactants are [OH-].[K+].[CH2:3]([O:10][C:11]([NH:13][C@@H:14]([CH2:19][C:20]1[CH:25]=[CH:24][CH:23]=[CH:22][CH:21]=1)[C@H:15]([OH:18])[CH2:16]Cl)=[O:12])[C:4]1[CH:9]=[CH:8][CH:7]=[CH:6][CH:5]=1. The catalyst is C(O)C.ClCCl. The product is [CH2:3]([O:10][C:11]([NH:13][C@@H:14]([CH2:19][C:20]1[CH:25]=[CH:24][CH:23]=[CH:22][CH:21]=1)[C@@H:15]1[O:18][CH2:16]1)=[O:12])[C:4]1[CH:9]=[CH:8][CH:7]=[CH:6][CH:5]=1. The yield is 0.770.